Predict the reactants needed to synthesize the given product. From a dataset of Retrosynthesis with 50K atom-mapped reactions and 10 reaction types from USPTO. The reactants are: CC(C)(C)C1CCC(Oc2ccc3sc(C=O)nc3c2)CC1.O=C(O)[C@@H]1CCNC1. Given the product CC(C)(C)C1CCC(Oc2ccc3sc(CN4CC[C@@H](C(=O)O)C4)nc3c2)CC1, predict the reactants needed to synthesize it.